This data is from Reaction yield outcomes from USPTO patents with 853,638 reactions. The task is: Predict the reaction yield, written as a fraction of the theoretical maximum amount of product (1.0 means a 100% yield; for example, 0.34 means a 34% yield). (1) The reactants are [NH2:1][CH2:2][CH2:3][N:4]1[C:12]2[CH2:11][CH2:10][CH2:9][CH2:8][C:7]=2[CH:6]=[C:5]1[C:13]([O:15]CC)=O.[Br:18][C:19]1[CH:24]=[CH:23][CH:22]=[C:21](Br)[C:20]=1[CH3:26].C(=O)([O-])[O-].[Cs+].[Cs+].CNCCNC. The catalyst is CNCCNC.[Cu].O1CCOCC1. The product is [Br:18][C:19]1[C:20]([CH3:26])=[C:21]([N:1]2[CH2:2][CH2:3][N:4]3[C:12]4[CH2:11][CH2:10][CH2:9][CH2:8][C:7]=4[CH:6]=[C:5]3[C:13]2=[O:15])[CH:22]=[CH:23][CH:24]=1. The yield is 0.570. (2) The reactants are Br[C:2]1[CH:3]=[C:4]([NH:10][C:11]2[CH:16]=[CH:15][C:14]([CH:17]3[CH2:20][N:19]([CH2:21][CH3:22])[CH2:18]3)=[CH:13][N:12]=2)[C:5](=[O:9])[N:6]([CH3:8])[CH:7]=1.[C:23]([O:26][CH2:27][C:28]1[C:33]([N:34]2[CH2:46][CH2:45][N:37]3[C:38]4[CH2:39][CH2:40][CH2:41][CH2:42][C:43]=4[CH:44]=[C:36]3[C:35]2=[O:47])=[CH:32][C:31]([F:48])=[CH:30][C:29]=1B1OC(C)(C)C(C)(C)O1)(=[O:25])[CH3:24]. No catalyst specified. The product is [C:23]([O:26][CH2:27][C:28]1[C:33]([N:34]2[CH2:46][CH2:45][N:37]3[C:38]4[CH2:39][CH2:40][CH2:41][CH2:42][C:43]=4[CH:44]=[C:36]3[C:35]2=[O:47])=[CH:32][C:31]([F:48])=[CH:30][C:29]=1[C:2]1[CH:3]=[C:4]([NH:10][C:11]2[CH:16]=[CH:15][C:14]([CH:17]3[CH2:20][N:19]([CH2:21][CH3:22])[CH2:18]3)=[CH:13][N:12]=2)[C:5](=[O:9])[N:6]([CH3:8])[CH:7]=1)(=[O:25])[CH3:24]. The yield is 0.650. (3) The reactants are [CH3:1][C:2]([CH3:22])([CH3:21])[C@H:3]([OH:20])[CH2:4][N:5]1[CH:9]=[C:8]([C:10]2[CH:15]=[CH:14][C:13]([C:16]([F:19])([F:18])[F:17])=[CH:12][CH:11]=2)[CH:7]=[N:6]1.C([Li])CCC.Cl[C:29]([O:31][C:32]1[CH:37]=[CH:36][C:35]([N+:38]([O-:40])=[O:39])=[CH:34][CH:33]=1)=[O:30].C(=O)(O)[O-].[Na+]. The catalyst is O1CCCC1. The product is [C:29](=[O:30])([O:31][C:32]1[CH:33]=[CH:34][C:35]([N+:38]([O-:40])=[O:39])=[CH:36][CH:37]=1)[O:20][C@H:3]([CH2:4][N:5]1[CH:9]=[C:8]([C:10]2[CH:15]=[CH:14][C:13]([C:16]([F:19])([F:18])[F:17])=[CH:12][CH:11]=2)[CH:7]=[N:6]1)[C:2]([CH3:22])([CH3:21])[CH3:1]. The yield is 0.780. (4) The reactants are C(N(CC)CC)C.Cl.[CH3:9][N:10]1[CH2:15][CH2:14][N:13]([C:16]2[CH:21]=[C:20]([C:22]3[CH:31]=[C:30]4[C:25]([CH2:26][CH2:27][NH:28][CH2:29]4)=[CH:24][CH:23]=3)[N:19]=[C:18]([NH2:32])[N:17]=2)[CH2:12][CH2:11]1.[C:33]([O:37][C:38]([N:40]1[CH2:45][CH2:44][CH:43]([CH2:46][C:47](O)=[O:48])[CH2:42][CH2:41]1)=[O:39])([CH3:36])([CH3:35])[CH3:34].F[P-](F)(F)(F)(F)F.N1(O[P+](N(C)C)(N(C)C)N(C)C)C2C=CC=CC=2N=N1. The catalyst is CN(C)C=O.O. The product is [NH2:32][C:18]1[N:19]=[C:20]([C:22]2[CH:31]=[C:30]3[C:25]([CH2:26][CH2:27][N:28]([C:47](=[O:48])[CH2:46][CH:43]4[CH2:44][CH2:45][N:40]([C:38]([O:37][C:33]([CH3:35])([CH3:34])[CH3:36])=[O:39])[CH2:41][CH2:42]4)[CH2:29]3)=[CH:24][CH:23]=2)[CH:21]=[C:16]([N:13]2[CH2:12][CH2:11][N:10]([CH3:9])[CH2:15][CH2:14]2)[N:17]=1. The yield is 0.790.